From a dataset of Full USPTO retrosynthesis dataset with 1.9M reactions from patents (1976-2016). Predict the reactants needed to synthesize the given product. (1) Given the product [C:20]([CH:8]([O:9][C:10]1[CH:11]=[C:12]([CH:17]=[CH:18][CH:19]=1)[C:13]([OH:15])=[O:14])[CH2:7][CH2:6][CH2:5][SH:4])([OH:22])=[O:21], predict the reactants needed to synthesize it. The reactants are: C([S:4][CH2:5][CH2:6][CH2:7][CH:8]([C:20]([O:22]C)=[O:21])[O:9][C:10]1[CH:11]=[C:12]([CH:17]=[CH:18][CH:19]=1)[C:13]([O:15]C)=[O:14])(=O)C.[OH-].[Na+].Cl. (2) The reactants are: Br[C:2]1[CH:3]=[CH:4][C:5]2[O:9][C:8]3[CH:10]=[C:11]([S:14]([NH:17][C@@H:18]([CH:26]([CH3:28])[CH3:27])[C:19]([O:21][C:22]([CH3:25])([CH3:24])[CH3:23])=[O:20])(=[O:16])=[O:15])[CH:12]=[CH:13][C:7]=3[C:6]=2[CH:29]=1.CC(O[K])=O.[B:35]1([B:35]2[O:39][C:38]([CH3:41])([CH3:40])[C:37]([CH3:43])([CH3:42])[O:36]2)[O:39][C:38]([CH3:41])([CH3:40])[C:37]([CH3:43])([CH3:42])[O:36]1.O. Given the product [CH3:27][CH:26]([CH3:28])[C@H:18]([NH:17][S:14]([C:11]1[CH:12]=[CH:13][C:7]2[C:6]3[CH:29]=[C:2]([B:35]4[O:39][C:38]([CH3:41])([CH3:40])[C:37]([CH3:43])([CH3:42])[O:36]4)[CH:3]=[CH:4][C:5]=3[O:9][C:8]=2[CH:10]=1)(=[O:16])=[O:15])[C:19]([O:21][C:22]([CH3:25])([CH3:23])[CH3:24])=[O:20], predict the reactants needed to synthesize it. (3) Given the product [I:25][CH2:34][C@@H:33]([C:27]1[CH:32]=[CH:31][CH:30]=[CH:29][CH:28]=1)[CH2:36][CH3:37], predict the reactants needed to synthesize it. The reactants are: C1(P(C2C=CC=CC=2)C2C=CC=CC=2)C=CC=CC=1.N1C=CN=C1.[I:25]I.[C:27]1([C@@H:33]([CH2:36][CH3:37])[CH2:34]O)[CH:32]=[CH:31][CH:30]=[CH:29][CH:28]=1. (4) Given the product [Cl:1][C:2]1[N:11]=[C:10]([NH:15][CH3:14])[C:9]2[C:4](=[CH:5][CH:6]=[C:7]([Cl:13])[CH:8]=2)[N:3]=1, predict the reactants needed to synthesize it. The reactants are: [Cl:1][C:2]1[N:11]=[C:10](Cl)[C:9]2[C:4](=[CH:5][CH:6]=[C:7]([Cl:13])[CH:8]=2)[N:3]=1.[CH3:14][NH2:15]. (5) Given the product [CH2:1]([C:3]1[C:4](=[O:26])[N:5]=[C:6]([CH2:17][CH2:18][C:19]2[CH:24]=[CH:23][C:22]([F:25])=[CH:21][CH:20]=2)[N:7]([CH2:9][C:10]([OH:12])=[O:11])[CH:8]=1)[CH3:2], predict the reactants needed to synthesize it. The reactants are: [CH2:1]([C:3]1[C:4](=[O:26])[N:5]=[C:6]([CH2:17][CH2:18][C:19]2[CH:24]=[CH:23][C:22]([F:25])=[CH:21][CH:20]=2)[N:7]([CH2:9][C:10]([O:12]C(C)(C)C)=[O:11])[CH:8]=1)[CH3:2]. (6) Given the product [ClH:56].[NH2:47][CH2:46][C@H:43]1[CH2:44][CH2:45][C@H:40]([C:38]([NH:37][C@H:12]([C:11]([NH:10][C:7]2[CH:8]=[C:9]3[C:4]([CH:3]=[N:2][NH:1]3)=[CH:5][CH:6]=2)=[O:55])[CH2:13][C:14]2[CH:15]=[CH:16][C:17]([C:20]3[CH:25]=[CH:24][C:23]([C:26]([NH:27][CH:28]4[CH2:33][CH2:32][CH2:31][NH:30][C:29]4=[O:34])=[O:35])=[CH:22][C:21]=3[CH3:36])=[CH:18][CH:19]=2)=[O:39])[CH2:41][CH2:42]1, predict the reactants needed to synthesize it. The reactants are: [NH:1]1[C:9]2[C:4](=[CH:5][CH:6]=[C:7]([NH:10][C:11](=[O:55])[C@@H:12]([NH:37][C:38]([C@H:40]3[CH2:45][CH2:44][C@H:43]([CH2:46][NH:47]C(=O)OC(C)(C)C)[CH2:42][CH2:41]3)=[O:39])[CH2:13][C:14]3[CH:19]=[CH:18][C:17]([C:20]4[CH:25]=[CH:24][C:23]([C:26](=[O:35])[NH:27][CH:28]5[CH2:33][CH2:32][CH2:31][NH:30][C:29]5=[O:34])=[CH:22][C:21]=4[CH3:36])=[CH:16][CH:15]=3)[CH:8]=2)[CH:3]=[N:2]1.[ClH:56]. (7) Given the product [CH2:1]([NH:3][C:4]([NH:5][C:6]1[CH:7]=[C:8]([C:15]2[S:16][CH:17]=[C:18]([C:20]3[CH:25]=[CH:24][CH:23]=[CH:22][CH:21]=3)[N:19]=2)[C:9]([C:32]2[CH:31]=[N:30][C:29]([O:28][CH3:27])=[N:34][CH:33]=2)=[CH:10][N:11]=1)=[O:26])[CH3:2], predict the reactants needed to synthesize it. The reactants are: [CH2:1]([NH:3][C:4](=[O:26])[NH:5][C:6]1[N:11]=[CH:10][C:9](B(O)O)=[C:8]([C:15]2[S:16][CH:17]=[C:18]([C:20]3[CH:25]=[CH:24][CH:23]=[CH:22][CH:21]=3)[N:19]=2)[CH:7]=1)[CH3:2].[CH3:27][O:28][C:29]1[N:34]=[CH:33][C:32](B(O)O)=[CH:31][N:30]=1.C(=O)(O)[O-].[Na+].O. (8) Given the product [CH2:22]([N:17]1[CH2:18][CH2:19][N:14]([C:2](=[O:1])[CH2:3][N:4]2[C:8](=[O:9])[C:7]3[CH:10]=[CH:11][CH:12]=[CH:13][C:6]=3[S:5]2)[CH2:15][CH2:16]1)[CH:21]=[CH2:20], predict the reactants needed to synthesize it. The reactants are: [O:1]=[C:2]([N:14]1[CH2:19][CH2:18][NH:17][CH2:16][CH2:15]1)[CH2:3][N:4]1[C:8](=[O:9])[C:7]2[CH:10]=[CH:11][CH:12]=[CH:13][C:6]=2[S:5]1.[CH2:20](Br)[CH:21]=[CH2:22].CCN(C(C)C)C(C)C. (9) Given the product [NH2:1][C:2]1[C:10]2[C:5](=[N:6][C:7]([O:27][CH2:26][CH:25]3[CH2:28][CH2:29][CH2:30][N:24]3[CH3:23])=[CH:8][C:9]=2[CH2:11][CH2:12][CH3:13])[S:4][C:3]=1[C:20]([NH2:22])=[O:21], predict the reactants needed to synthesize it. The reactants are: [NH2:1][C:2]1[C:10]2[C:5](=[N:6][C:7](N3CCNCC3)=[CH:8][C:9]=2[CH2:11][CH2:12][CH3:13])[S:4][C:3]=1[C:20]([NH2:22])=[O:21].[CH3:23][N:24]1[CH2:30][CH2:29][CH2:28][C@H:25]1[CH2:26][OH:27].C([O-])([O-])=O.[Na+].[Na+].